From a dataset of Reaction yield outcomes from USPTO patents with 853,638 reactions. Predict the reaction yield, written as a fraction of the theoretical maximum amount of product (1.0 means a 100% yield; for example, 0.34 means a 34% yield). (1) The reactants are [Br:1][C:2]1[CH:3]=[C:4]([CH2:14][N:15]2C(=O)C3C(=CC=CC=3)C2=O)[CH:5]=[N:6][C:7]=1[O:8][CH2:9][C:10]([F:13])([F:12])[F:11].[ClH:26]. The catalyst is O1CCOCC1. The product is [ClH:26].[Br:1][C:2]1[CH:3]=[C:4]([CH2:14][NH2:15])[CH:5]=[N:6][C:7]=1[O:8][CH2:9][C:10]([F:11])([F:12])[F:13]. The yield is 0.940. (2) The reactants are [CH2:1]([C:8]1[N:12]=[C:11]([NH2:13])[NH:10][N:9]=1)[C:2]1[CH:7]=[CH:6][CH:5]=[CH:4][CH:3]=1.[O:14]1[C:18]2[CH:19]=[CH:20][C:21]([C:23](=O)[CH2:24][C:25](OCC)=[O:26])=[CH:22][C:17]=2[O:16][CH2:15]1.CC1C=CC(S(O)(=O)=O)=CC=1. The product is [O:14]1[C:18]2[CH:19]=[CH:20][C:21]([C:23]3[NH:13][C:11]4[N:10]([N:9]=[C:8]([CH2:1][C:2]5[CH:3]=[CH:4][CH:5]=[CH:6][CH:7]=5)[N:12]=4)[C:25](=[O:26])[CH:24]=3)=[CH:22][C:17]=2[O:16][CH2:15]1. The catalyst is CCCCO. The yield is 0.250. (3) The reactants are C[O:2][CH:3](OC)[C:4]1[C:9]([O:10][CH3:11])=[N:8][C:7](Cl)=[CH:6][N:5]=1.[CH3:15][Zn]C.O. The catalyst is O1CCCC1. The product is [CH3:11][O:10][C:9]1[C:4]([CH:3]=[O:2])=[N:5][CH:6]=[C:7]([CH3:15])[N:8]=1. The yield is 0.610. (4) The reactants are Br.C(OC(=O)C)(=O)C.C(O)(=O)C.[CH3:13][C:14]([C@H:16]1[C@@H:20]2[C@@H:21]3[C@@:34]([CH3:37])([CH2:35][CH2:36][C@@:19]2([CH2:46][O:47][C:48]([CH3:50])=[O:49])[CH2:18][CH2:17]1)[C@@:33]1([CH3:38])[C@@H:24]([C@:25]2([CH3:45])[C@@H:30]([CH2:31][CH2:32]1)[C:29]([CH3:40])([CH3:39])[C@@H:28]([O:41][C:42]([CH3:44])=[O:43])[CH2:27][CH2:26]2)[CH2:23][CH2:22]3)=[CH2:15]. The catalyst is C1(C)C=CC=CC=1.O. The product is [CH3:15][CH:14]([C:16]1[CH2:17][CH2:18][C@@:19]2([CH2:46][O:47][C:48]([CH3:50])=[O:49])[C:20]=1[C@@H:21]1[C@@:34]([CH3:37])([CH2:35][CH2:36]2)[C@@:33]2([CH3:38])[C@@H:24]([C@:25]3([CH3:45])[C@@H:30]([CH2:31][CH2:32]2)[C:29]([CH3:40])([CH3:39])[C@@H:28]([O:41][C:42]([CH3:44])=[O:43])[CH2:27][CH2:26]3)[CH2:23][CH2:22]1)[CH3:13]. The yield is 0.420. (5) The yield is 0.770. The product is [Cl:14][C:11]1[CH:12]=[CH:13][C:8]([C:5]2[CH:6]=[CH:7][C:2]([NH2:1])=[C:3]([C:15]3[NH:19][N:18]=[N:17][N:16]=3)[CH:4]=2)=[CH:9][CH:10]=1. The reactants are [NH2:1][C:2]1[CH:7]=[CH:6][C:5]([C:8]2[CH:13]=[CH:12][C:11]([Cl:14])=[CH:10][CH:9]=2)=[CH:4][C:3]=1[C:15]#[N:16].[N-:17]=[N+:18]=[N-:19].[Na+].Cl.O. The catalyst is C1(C)C=CC=CC=1. (6) The reactants are Cl[C:2]1[N:7]=[C:6]([NH:8][C:9]2[CH:14]=[CH:13][C:12]3[O:15][CH2:16][CH2:17][O:18][C:11]=3[CH:10]=2)[C:5]([F:19])=[CH:4][N:3]=1.[NH2:20][C:21]1[CH:22]=[N:23][CH:24]=[CH:25][CH:26]=1.CC(C)([O-])C.[Na+].C1C=CC(P(C2C=CC3C(=CC=CC=3)C=2C2C3C(=CC=CC=3)C=CC=2P(C2C=CC=CC=2)C2C=CC=CC=2)C2C=CC=CC=2)=CC=1.C(N(CC)C(C)C)(C)C. The catalyst is C1(C)C=CC=CC=1.C([O-])(=O)C.[Pd+2].C([O-])(=O)C. The product is [CH2:17]1[CH2:16][O:15][C:12]2[CH:13]=[CH:14][C:9]([NH:8][C:6]3[C:5]([F:19])=[CH:4][N:3]=[C:2]([NH:20][C:21]4[CH:22]=[N:23][CH:24]=[CH:25][CH:26]=4)[N:7]=3)=[CH:10][C:11]=2[O:18]1. The yield is 0.140. (7) The reactants are C(N(CC)CC)C.[CH:8]([C:10]1[C:18]2[C:13](=[CH:14][CH:15]=[CH:16][CH:17]=2)[N:12](C(OC(C)(C)C)=O)[CH:11]=1)=[O:9].[CH3:26][O:27][C:28]1[CH:29]=[C:30]([CH:41]=[C:42]([O:44][CH3:45])[CH:43]=1)[N:31]=[CH:32][C:33]1[CH:34]=[N:35][C:36]([O:39][CH3:40])=[CH:37][CH:38]=1. The catalyst is [Cl-].C([N+]1C(C)=C(CCO)SC=1)C1C=CC=CC=1.C(O)C. The product is [CH3:26][O:27][C:28]1[CH:29]=[C:30]([NH:31][CH:32]([C:33]2[CH:34]=[N:35][C:36]([O:39][CH3:40])=[CH:37][CH:38]=2)[C:8]([C:10]2[C:18]3[C:13](=[CH:14][CH:15]=[CH:16][CH:17]=3)[NH:12][CH:11]=2)=[O:9])[CH:41]=[C:42]([O:44][CH3:45])[CH:43]=1. The yield is 0.0200. (8) The reactants are Cl([O-])=O.[Na+].[F:5][C:6]1[CH:13]=[CH:12][C:9](C=O)=[CH:8][C:7]=1[Br:14].Cl.[N-:16]=[N+]=[N-].[Na+].S(=O)(=O)(O)O. The catalyst is C1COCC1.O.CCOC(C)=O. The product is [Br:14][C:7]1[CH:8]=[C:9]([NH2:16])[CH:12]=[CH:13][C:6]=1[F:5]. The yield is 0.950.